From a dataset of Forward reaction prediction with 1.9M reactions from USPTO patents (1976-2016). Predict the product of the given reaction. (1) Given the reactants [CH3:1][S:2]([NH:5][C:6]1[CH:22]=[CH:21][CH:20]=[CH:19][C:7]=1[C:8]([N:10]1[CH2:15][CH2:14][CH2:13][CH:12]([C:16](O)=[O:17])[CH2:11]1)=[O:9])(=[O:4])=[O:3].C(N(CC)CC)C.S(Cl)([Cl:32])=O, predict the reaction product. The product is: [CH3:1][S:2]([NH:5][C:6]1[CH:22]=[CH:21][CH:20]=[CH:19][C:7]=1[C:8]([N:10]1[CH2:15][CH2:14][CH2:13][CH:12]([C:16]([Cl:32])=[O:17])[CH2:11]1)=[O:9])(=[O:4])=[O:3]. (2) Given the reactants C(OC(N[C@@H](CC1C=CC=CC=1)C(O)=O)=O)(C)(C)C.[C:20]([O:24][C:25]([NH:27][C@H:28]([C:32]1[CH:37]=[CH:36][C:35]([O:38][CH2:39][C@H:40]2COC(C)(C)[O:41]2)=[CH:34][CH:33]=1)[C:29]([OH:31])=[O:30])=[O:26])([CH3:23])([CH3:22])[CH3:21].ClCC([N:51]1[CH2:56][CH2:55][O:54][CH2:53][CH2:52]1)=O, predict the reaction product. The product is: [C:20]([O:24][C:25]([NH:27][C@H:28]([C:32]1[CH:33]=[CH:34][C:35]([O:38][CH2:39][C:40]([N:51]2[CH2:56][CH2:55][O:54][CH2:53][CH2:52]2)=[O:41])=[CH:36][CH:37]=1)[C:29]([OH:31])=[O:30])=[O:26])([CH3:23])([CH3:21])[CH3:22]. (3) Given the reactants [NH2:1][C:2]1[CH:10]=[CH:9][C:8]([N+:11]([O-])=O)=[CH:7][C:3]=1[C:4]([OH:6])=O.[CH3:14][NH2:15].[N:16]1([CH2:22][CH2:23][CH2:24][O:25][C:26]2[CH:33]=[CH:32][C:29]([CH:30]=O)=[CH:28][CH:27]=2)[CH2:21][CH2:20][CH2:19][CH2:18][CH2:17]1.[C:34](Cl)(=[O:36])[CH3:35], predict the reaction product. The product is: [C:34]([NH:11][C:8]1[CH:7]=[C:3]2[C:2](=[CH:10][CH:9]=1)[N:1]=[C:30]([C:29]1[CH:32]=[CH:33][C:26]([O:25][CH2:24][CH2:23][CH2:22][N:16]3[CH2:21][CH2:20][CH2:19][CH2:18][CH2:17]3)=[CH:27][CH:28]=1)[N:15]([CH3:14])[C:4]2=[O:6])(=[O:36])[CH3:35]. (4) Given the reactants O1CCCC1.[NH2:6][C:7]1[C:12]([C:13]2[O:17][N:16]=[C:15]([CH2:18][C:19]3[CH:24]=[CH:23][C:22]([OH:25])=[CH:21][CH:20]=3)[CH:14]=2)=[CH:11][CH:10]=[C:9]([NH2:26])[N:8]=1.[OH-].[Na+].[CH3:29][O:30][C:31]1[CH:32]=[C:33]([CH:36]=[CH:37][CH:38]=1)[CH2:34]Cl, predict the reaction product. The product is: [CH3:29][O:30][C:31]1[CH:32]=[C:33]([CH:36]=[CH:37][CH:38]=1)[CH2:34][O:25][C:22]1[CH:23]=[CH:24][C:19]([CH2:18][C:15]2[CH:14]=[C:13]([C:12]3[C:7]([NH2:6])=[N:8][C:9]([NH2:26])=[CH:10][CH:11]=3)[O:17][N:16]=2)=[CH:20][CH:21]=1. (5) The product is: [F:39][C@@H:40]1[CH2:44][CH2:43][N:42]([C:9]2[C:23]([O:24][C:25]3[CH:26]=[CH:27][C:28]([S:31]([CH3:34])(=[O:32])=[O:33])=[CH:29][CH:30]=3)=[CH:22][C:12]3[N:13]=[C:14]([C:16]4[CH:21]=[CH:20][CH:19]=[CH:18][N:17]=4)[NH:15][C:11]=3[CH:10]=2)[CH2:41]1. Given the reactants C(OC(C1C=CC=CC=1O[C:9]1[C:23]([O:24][C:25]2[CH:30]=[CH:29][C:28]([S:31]([CH3:34])(=[O:33])=[O:32])=[CH:27][CH:26]=2)=[CH:22][C:12]2[NH:13][C:14]([C:16]3[CH:21]=[CH:20][CH:19]=[CH:18][N:17]=3)=[N:15][C:11]=2[CH:10]=1)=O)C.[F:39][C@@H:40]1[CH2:44][CH2:43][NH:42][CH2:41]1, predict the reaction product. (6) Given the reactants [C:1]([O:4][CH2:5][CH2:6][N:7]1[C:19]2[C:18]3[CH:17]=[CH:16][CH:15]=[CH:14][C:13]=3[N:12]=[CH:11][C:10]=2[N:9]=[CH:8]1)#[C:2][CH3:3].C(N(CC)CC)C.C(#N)C.I[C:31]1[CH:36]=[CH:35][CH:34]=[CH:33][C:32]=1[OH:37], predict the reaction product. The product is: [O:37]1[C:2]([CH2:1][O:4][CH2:5][CH2:6][N:7]2[C:19]3[C:18]4[CH:17]=[CH:16][CH:15]=[CH:14][C:13]=4[N:12]=[CH:11][C:10]=3[N:9]=[CH:8]2)=[CH:3][C:31]2[CH:36]=[CH:35][CH:34]=[CH:33][C:32]1=2. (7) Given the reactants [NH2:1][OH:2].[CH:3]([C:5]1[C:14]2[C:9](=[CH:10][CH:11]=[CH:12][CH:13]=2)[C:8]([C:15]([O:17][CH3:18])=[O:16])=[CH:7][CH:6]=1)=O, predict the reaction product. The product is: [OH:2][N:1]=[CH:3][C:5]1[C:14]2[C:9](=[CH:10][CH:11]=[CH:12][CH:13]=2)[C:8]([C:15]([O:17][CH3:18])=[O:16])=[CH:7][CH:6]=1. (8) Given the reactants [Br:1][C:2]1[CH:3]=[C:4]([N+:15]([O-:17])=[O:16])[CH:5]=[C:6]2[C:11]=1[N:10]=[CH:9][C:8]([C:12]#[N:13])=[C:7]2Cl.[Cl:18][C:19]1[CH:20]=[C:21]([CH:23]=[CH:24][CH:25]=1)[NH2:22], predict the reaction product. The product is: [Br:1][C:2]1[CH:3]=[C:4]([N+:15]([O-:17])=[O:16])[CH:5]=[C:6]2[C:11]=1[N:10]=[CH:9][C:8]([C:12]#[N:13])=[C:7]2[NH:22][C:21]1[CH:23]=[CH:24][CH:25]=[C:19]([Cl:18])[CH:20]=1. (9) Given the reactants [CH3:1][O:2][C:3](=[O:19])[CH:4]([NH2:18])[CH2:5][C:6]1[CH:7]=[C:8]2[C:12](=[C:13]([CH2:15][CH3:16])[CH:14]=1)[NH:11][N:10]=[C:9]2[CH3:17].[C:20](C1NC=CN=1)(C1NC=CN=1)=[O:21].[NH:32]1[CH2:37][CH2:36][CH:35]([N:38]2[CH2:47][C:46]3[C:41](=[CH:42][CH:43]=[CH:44][CH:45]=3)[NH:40][C:39]2=[O:48])[CH2:34][CH2:33]1, predict the reaction product. The product is: [CH3:1][O:2][C:3](=[O:19])[CH:4]([NH:18][C:20]([N:32]1[CH2:33][CH2:34][CH:35]([N:38]2[CH2:47][C:46]3[C:41](=[CH:42][CH:43]=[CH:44][CH:45]=3)[NH:40][C:39]2=[O:48])[CH2:36][CH2:37]1)=[O:21])[CH2:5][C:6]1[CH:7]=[C:8]2[C:12](=[C:13]([CH2:15][CH3:16])[CH:14]=1)[NH:11][N:10]=[C:9]2[CH3:17]. (10) Given the reactants Cl[C:2]1[N:7]=[C:6]([N:8]2[CH2:13][CH2:12][C:11]([CH3:20])([C:14]3[CH:19]=[CH:18][CH:17]=[CH:16][CH:15]=3)[O:10][C:9]2=[O:21])[CH:5]=[CH:4][N:3]=1.[F:22][C:23]1[CH:28]=[CH:27][C:26](B(O)O)=[CH:25][CH:24]=1.C([O-])([O-])=O.[K+].[K+], predict the reaction product. The product is: [F:22][C:23]1[CH:28]=[CH:27][C:26]([C:2]2[N:7]=[C:6]([N:8]3[CH2:13][CH2:12][C:11]([CH3:20])([C:14]4[CH:19]=[CH:18][CH:17]=[CH:16][CH:15]=4)[O:10][C:9]3=[O:21])[CH:5]=[CH:4][N:3]=2)=[CH:25][CH:24]=1.